Regression. Given a peptide amino acid sequence and an MHC pseudo amino acid sequence, predict their binding affinity value. This is MHC class II binding data. From a dataset of Peptide-MHC class II binding affinity with 134,281 pairs from IEDB. (1) The peptide sequence is RVSPGNGWMIKETAC. The MHC is DRB1_0301 with pseudo-sequence DRB1_0301. The binding affinity (normalized) is 0.385. (2) The peptide sequence is QSGFIAAAVLLSVLG. The MHC is HLA-DQA10101-DQB10501 with pseudo-sequence HLA-DQA10101-DQB10501. The binding affinity (normalized) is 0.0878. (3) The MHC is DRB1_0404 with pseudo-sequence DRB1_0404. The binding affinity (normalized) is 0.666. The peptide sequence is ESYKFIPALEAAVKQAYAAT.